This data is from Peptide-MHC class II binding affinity with 134,281 pairs from IEDB. The task is: Regression. Given a peptide amino acid sequence and an MHC pseudo amino acid sequence, predict their binding affinity value. This is MHC class II binding data. (1) The peptide sequence is ITPLMKAQSVPGMAVA. The MHC is DRB1_0401 with pseudo-sequence DRB1_0401. The binding affinity (normalized) is 0.313. (2) The peptide sequence is AFKVAATAANAFPAN. The MHC is DRB1_0802 with pseudo-sequence DRB1_0802. The binding affinity (normalized) is 0.638. (3) The peptide sequence is DKYNKQLMVSSCVTS. The MHC is DRB1_0404 with pseudo-sequence DRB1_0404. The binding affinity (normalized) is 0.610. (4) The peptide sequence is SINKSAFQSSVASGF. The MHC is DRB1_0101 with pseudo-sequence DRB1_0101. The binding affinity (normalized) is 0.923. (5) The MHC is HLA-DQA10101-DQB10501 with pseudo-sequence HLA-DQA10101-DQB10501. The peptide sequence is TPEKEEPTAAPAEPE. The binding affinity (normalized) is 0.0257. (6) The peptide sequence is LDIELQKTEATQLAT. The MHC is DRB1_0404 with pseudo-sequence DRB1_0404. The binding affinity (normalized) is 0.349. (7) The peptide sequence is GLSSRKRRSHDVLTV. The MHC is H-2-IEd with pseudo-sequence H-2-IEd. The binding affinity (normalized) is 0.122.